From a dataset of Reaction yield outcomes from USPTO patents with 853,638 reactions. Predict the reaction yield, written as a fraction of the theoretical maximum amount of product (1.0 means a 100% yield; for example, 0.34 means a 34% yield). The reactants are [C:1]([Si:5]([C:25]1[CH:30]=[CH:29][CH:28]=[CH:27][CH:26]=1)([C:19]1[CH:24]=[CH:23][CH:22]=[CH:21][CH:20]=1)[O:6][CH:7]([C:16]#[C:17][CH3:18])[CH2:8][CH2:9][C:10]1[CH:15]=[CH:14][CH:13]=[CH:12][CH:11]=1)([CH3:4])([CH3:3])[CH3:2].[C:31]1(C#C[C:31]2[CH:36]=[CH:35]C=[CH:33][CH:32]=2)[CH:36]=[CH:35]C=[CH:33][CH:32]=1. The catalyst is C1(C)C=CC=CC=1. The product is [C:1]([Si:5]([O:6][CH:7]([CH2:8][CH2:9][C:10]1[CH:11]=[CH:12][CH:13]=[CH:14][CH:15]=1)[C:16]#[C:17][C:18]1[CH:35]=[CH:36][CH:31]=[CH:32][CH:33]=1)([C:19]1[CH:24]=[CH:23][CH:22]=[CH:21][CH:20]=1)[C:25]1[CH:30]=[CH:29][CH:28]=[CH:27][CH:26]=1)([CH3:2])([CH3:3])[CH3:4]. The yield is 0.710.